Dataset: Full USPTO retrosynthesis dataset with 1.9M reactions from patents (1976-2016). Task: Predict the reactants needed to synthesize the given product. (1) The reactants are: [CH3:1][C:2]1[N:7]=[C:6]([C:8]([OH:10])=O)[CH:5]=[C:4]([O:11][C:12]2[CH:13]=[N:14][CH:15]=[N:16][CH:17]=2)[CH:3]=1.[F:18][C:19]1[CH:20]=[CH:21][C:22]([NH2:25])=[N:23][CH:24]=1.P(Cl)(Cl)(Cl)=O. Given the product [F:18][C:19]1[CH:20]=[CH:21][C:22]([NH:25][C:8](=[O:10])[C:6]2[CH:5]=[C:4]([O:11][C:12]3[CH:13]=[N:14][CH:15]=[N:16][CH:17]=3)[CH:3]=[C:2]([CH3:1])[N:7]=2)=[N:23][CH:24]=1, predict the reactants needed to synthesize it. (2) Given the product [CH2:1]([O:3][C:4]1[CH:5]=[C:6]2[C:11](=[CH:12][C:13]=1[O:14][CH2:15][CH3:16])[N:10]=[CH:9][C:8]([C:17]#[N:18])=[C:7]2[CH2:19][C:30]([C:31]1[CH:32]=[N:33][CH:34]=[CH:35][CH:36]=1)=[O:37])[CH3:2], predict the reactants needed to synthesize it. The reactants are: [CH2:1]([O:3][C:4]1[CH:5]=[C:6]2[C:11](=[CH:12][C:13]=1[O:14][CH2:15][CH3:16])[N:10]=[CH:9][C:8]([C:17]#[N:18])=[C:7]2[CH3:19])[CH3:2].[Li+].C[Si]([N-][Si](C)(C)C)(C)C.[C:30](OC)(=[O:37])[C:31]1[CH:36]=[CH:35][CH:34]=[N:33][CH:32]=1. (3) Given the product [CH3:1][O:2][C:3]1[CH:4]=[C:5]([CH:6]=[CH:7][CH:8]=1)[CH2:9][C:10]1[O:11][N:20]=[C:14]([C:15]([O:17][CH2:18][CH3:19])=[O:16])[N:13]=1, predict the reactants needed to synthesize it. The reactants are: [CH3:1][O:2][C:3]1[CH:4]=[C:5]([CH2:9][C:10](Cl)=[O:11])[CH:6]=[CH:7][CH:8]=1.[NH2:13][C:14](=[N:20]O)[C:15]([O:17][CH2:18][CH3:19])=[O:16].C(N(CC)C(C)C)(C)C.O. (4) The reactants are: Cl[C:2]1[N:7]=[C:6]([NH:8][CH2:9][CH:10]2[CH2:15][CH2:14][CH2:13][CH2:12][CH2:11]2)[N:5]=[C:4]([NH:16][C:17]2[CH:22]=[CH:21][C:20]([O:23][CH3:24])=[C:19]([F:25])[CH:18]=2)[N:3]=1.[NH2:26][CH2:27][CH:28]1[CH2:32][CH2:31][CH2:30][N:29]1[CH2:33][CH3:34].[OH-].[Na+].O. Given the product [OH-:23].[NH4+:3].[CH:10]1([CH2:9][NH:8][C:6]2[N:7]=[C:2]([NH:26][CH2:27][CH:28]3[CH2:32][CH2:31][CH2:30][N:29]3[CH2:33][CH3:34])[N:3]=[C:4]([NH:16][C:17]3[CH:22]=[CH:21][C:20]([O:23][CH3:24])=[C:19]([F:25])[CH:18]=3)[N:5]=2)[CH2:15][CH2:14][CH2:13][CH2:12][CH2:11]1, predict the reactants needed to synthesize it. (5) The reactants are: [Cl:1][C:2]1[CH:3]=[C:4]([CH:8]=[CH:9][N:10]=1)[C:5]([OH:7])=[O:6].S(=O)(=O)(O)O.[C:16](=O)([O-])O.[Na+]. Given the product [Cl:1][C:2]1[CH:3]=[C:4]([CH:8]=[CH:9][N:10]=1)[C:5]([O:7][CH3:16])=[O:6], predict the reactants needed to synthesize it. (6) The reactants are: [Cl:1][C:2]1[CH:11]=[C:10]2[C:5]([C:6]([N:12]3[CH2:17][CH2:16][NH:15][CH:14]([CH2:18][CH2:19][OH:20])[CH2:13]3)=[N:7][CH:8]=[N:9]2)=[CH:4][C:3]=1[C:21]1[CH:26]=[CH:25][C:24]([Cl:27])=[CH:23][CH:22]=1.[C:28](O)(=[O:31])[CH:29]=[CH2:30].F[P-](F)(F)(F)(F)F.N1(O[P+](N(C)C)(N(C)C)N(C)C)C2C=CC=CC=2N=N1.CCN(C(C)C)C(C)C. Given the product [Cl:1][C:2]1[CH:11]=[C:10]2[C:5]([C:6]([N:12]3[CH2:17][CH2:16][N:15]([C:28](=[O:31])[CH:29]=[CH2:30])[CH:14]([CH2:18][CH2:19][OH:20])[CH2:13]3)=[N:7][CH:8]=[N:9]2)=[CH:4][C:3]=1[C:21]1[CH:26]=[CH:25][C:24]([Cl:27])=[CH:23][CH:22]=1, predict the reactants needed to synthesize it. (7) Given the product [Br:1][C:2]1[C:3]([N:12]2[CH2:13][CH2:14][N:15]([CH2:18][C:30]3[CH:31]=[N:26][CH:27]=[N:28][CH:29]=3)[CH2:16][CH2:17]2)=[C:4]([N+:9]([O-:11])=[O:10])[C:5]([NH2:8])=[N:6][CH:7]=1, predict the reactants needed to synthesize it. The reactants are: [Br:1][C:2]1[C:3]([N:12]2[CH2:17][CH2:16][N:15]([CH:18](C3C=CC=CN=3)C)[CH2:14][CH2:13]2)=[C:4]([N+:9]([O-:11])=[O:10])[C:5]([NH2:8])=[N:6][CH:7]=1.[N:26]1[CH:31]=[C:30](CN2CCN(C(OC(C)(C)C)=O)CC2)[CH:29]=[N:28][CH:27]=1.C(O)(C(F)(F)F)=O.BrC1C(Cl)=C([N+]([O-])=O)C(N)=NC=1. (8) The reactants are: [O:1]1[CH2:5][CH2:4][CH:3]([CH2:6][OH:7])[CH2:2]1.C(N(CC)CC)C.[CH3:15][S:16](Cl)(=[O:18])=[O:17].C(=O)(O)[O-].[Na+]. Given the product [O:1]1[CH2:5][CH2:4][CH:3]([CH2:6][O:7][S:16]([CH3:15])(=[O:18])=[O:17])[CH2:2]1, predict the reactants needed to synthesize it. (9) The reactants are: [CH3:1][C:2]1[CH:3]=[C:4]([CH2:11][CH:12]([NH:16][C:17]([N:19]2[CH2:24][CH2:23][CH:22]([N:25]3[CH2:34][C:33]4[C:28](=[CH:29][CH:30]=[CH:31][CH:32]=4)[NH:27][C:26]3=[O:35])[CH2:21][CH2:20]2)=[O:18])[C:13]([OH:15])=[O:14])[CH:5]=[C:6]2[C:10]=1[NH:9][N:8]=[CH:7]2.CCN=C=NCCCN(C)C.[N:47]12[CH2:54][CH2:53][CH:50]([CH2:51][CH2:52]1)[CH:49](O)[CH2:48]2. Given the product [N:47]12[CH2:54][CH2:53][CH:50]([CH2:51][CH2:52]1)[CH:49]([O:14][C:13](=[O:15])[CH:12]([NH:16][C:17]([N:19]1[CH2:20][CH2:21][CH:22]([N:25]3[CH2:34][C:33]4[C:28](=[CH:29][CH:30]=[CH:31][CH:32]=4)[NH:27][C:26]3=[O:35])[CH2:23][CH2:24]1)=[O:18])[CH2:11][C:4]1[CH:5]=[C:6]3[C:10](=[C:2]([CH3:1])[CH:3]=1)[NH:9][N:8]=[CH:7]3)[CH2:48]2, predict the reactants needed to synthesize it.